Dataset: Reaction yield outcomes from USPTO patents with 853,638 reactions. Task: Predict the reaction yield, written as a fraction of the theoretical maximum amount of product (1.0 means a 100% yield; for example, 0.34 means a 34% yield). (1) The reactants are [CH3:1][N:2]1[C:6]([CH2:7][CH2:8][NH:9][C:10]2[CH:15]=[CH:14][CH:13]=[CH:12][C:11]=2[N+:16]([O-])=O)=[CH:5][N:4]=[CH:3]1.NC1C=CC=CC=1NCC(C)(C)CNC(=O)OC(C)(C)C. No catalyst specified. The product is [CH3:1][N:2]1[C:6]([CH2:7][CH2:8][NH:9][C:10]2[C:11]([NH2:16])=[CH:12][CH:13]=[CH:14][CH:15]=2)=[CH:5][N:4]=[CH:3]1. The yield is 0.950. (2) The reactants are [CH3:1][N:2]([CH3:20])[C:3]([C:5]1[N:14]([CH:15]2[CH2:19][CH2:18][CH2:17][CH2:16]2)[C:8]2[N:9]=[C:10](Cl)[N:11]=[CH:12][C:7]=2[CH:6]=1)=[O:4].[NH2:21][C:22]1[N:27]=[CH:26][C:25]([N:28]2[CH2:33][CH2:32][N:31](C(O)=O)[C:30]([CH3:38])([CH3:37])[CH2:29]2)=[CH:24][CH:23]=1. The product is [CH3:1][N:2]([CH3:20])[C:3]([C:5]1[N:14]([CH:15]2[CH2:19][CH2:18][CH2:17][CH2:16]2)[C:8]2[N:9]=[C:10]([NH:21][C:22]3[CH:23]=[CH:24][C:25]([N:28]4[CH2:33][CH2:32][NH:31][C:30]([CH3:38])([CH3:37])[CH2:29]4)=[CH:26][N:27]=3)[N:11]=[CH:12][C:7]=2[CH:6]=1)=[O:4]. No catalyst specified. The yield is 0.250. (3) The reactants are [Br:1][C:2]1[CH:3]=[CH:4][C:5]([C:14]2[CH:26]=[CH:25][C:24]3[C:23]4C(=[CH:19][CH:20]=[CH:21][CH:22]=4)C(C)(C)[C:16]=3[CH:15]=2)=[C:6]([C:8]2[CH:13]=[CH:12][CH:11]=[CH:10][CH:9]=2)[CH:7]=1. The catalyst is ClCCl.[Fe](Cl)(Cl)Cl. The product is [Br:1][C:2]1[CH:3]=[CH:4][C:5]2[C:14]3[C:26]([C:13]4[CH:12]=[CH:11][CH:10]=[CH:9][C:8]=4[C:6]=2[CH:7]=1)=[CH:25][C:24]1=[CH:23][C:22]2[C:4]([C:5]([CH3:14])([CH3:6])[CH:19]=[CH:20][CH:21]=2)=[C:16]1[CH:15]=3. The yield is 0.586. (4) The reactants are [CH2:1]([NH:3][C:4]([C:6]1[CH:11]=[CH:10][C:9]([N:12]2[CH2:17][CH2:16][N:15](C(OC(C)(C)C)=O)[CH2:14][CH2:13]2)=[C:8]([CH3:25])[CH:7]=1)=[O:5])[CH3:2].[ClH:26]. The catalyst is O1CCOCC1.C(OCC)C. The product is [ClH:26].[CH2:1]([NH:3][C:4](=[O:5])[C:6]1[CH:11]=[CH:10][C:9]([N:12]2[CH2:13][CH2:14][NH:15][CH2:16][CH2:17]2)=[C:8]([CH3:25])[CH:7]=1)[CH3:2]. The yield is 0.990. (5) The reactants are [F:1][C:2]1[CH:3]=[C:4]([CH:7]=[C:8]([O:11][CH3:12])[C:9]=1[OH:10])[CH:5]=[O:6].C([O-])([O-])=O.[K+].[K+].[CH2:19]([O:21][C:22](=[O:25])[CH2:23]Br)[CH3:20].C(O)C. The catalyst is CC(C)=O. The product is [F:1][C:2]1[CH:3]=[C:4]([CH:5]=[O:6])[CH:7]=[C:8]([O:11][CH3:12])[C:9]=1[O:10][CH2:23][C:22]([O:21][CH2:19][CH3:20])=[O:25]. The yield is 0.790. (6) The reactants are [OH:1][CH2:2][CH2:3][C:4]1[CH:9]=[CH:8][C:7]([NH:10][C:11]2[N:16]=[C:15]([CH3:17])[N:14]=[C:13]([CH:18](C(OCC)=O)C(OCC)=O)[C:12]=2[N+:29]([O-:31])=[O:30])=[CH:6][CH:5]=1. The catalyst is Cl. The product is [CH3:17][C:15]1[N:16]=[C:11]([NH:10][C:7]2[CH:6]=[CH:5][C:4]([CH2:3][CH2:2][OH:1])=[CH:9][CH:8]=2)[C:12]([N+:29]([O-:31])=[O:30])=[C:13]([CH3:18])[N:14]=1. The yield is 0.710. (7) The reactants are Br[C:2]1[C:3]2[C:4]3[N:14]=[CH:13][CH:12]=[N:11][C:5]=3[NH:6][C:7]=2[CH:8]=[CH:9][CH:10]=1.[CH2:15]([S:17]([C:20]1[CH:21]=[C:22](B(O)O)[CH:23]=[CH:24][CH:25]=1)(=[O:19])=[O:18])[CH3:16].C(=O)([O-])[O-].[K+].[K+].O. The catalyst is O1CCOCC1.C1C=CC([P]([Pd]([P](C2C=CC=CC=2)(C2C=CC=CC=2)C2C=CC=CC=2)([P](C2C=CC=CC=2)(C2C=CC=CC=2)C2C=CC=CC=2)[P](C2C=CC=CC=2)(C2C=CC=CC=2)C2C=CC=CC=2)(C2C=CC=CC=2)C2C=CC=CC=2)=CC=1. The yield is 0.680. The product is [CH2:15]([S:17]([C:20]1[CH:25]=[C:24]([C:2]2[C:3]3[C:4]4[N:14]=[CH:13][CH:12]=[N:11][C:5]=4[NH:6][C:7]=3[CH:8]=[CH:9][CH:10]=2)[CH:23]=[CH:22][CH:21]=1)(=[O:18])=[O:19])[CH3:16]. (8) The reactants are [CH2:1]([O:3][C:4]([C:6]1[C:11](=[O:12])[N:10](CC2C=CC(OC)=CC=2)[C:9]2[CH:22]=[CH:23][S:24][C:8]=2[C:7]=1[Cl:25])=[O:5])[CH3:2]. The catalyst is C(O)(C(F)(F)F)=O. The product is [CH2:1]([O:3][C:4]([C:6]1[C:11](=[O:12])[NH:10][C:9]2[CH:22]=[CH:23][S:24][C:8]=2[C:7]=1[Cl:25])=[O:5])[CH3:2]. The yield is 0.990. (9) The reactants are [F:1][C:2]1[CH:3]=[C:4]2[C:8](=[CH:9][CH:10]=1)[NH:7][N:6]=[C:5]2[C:11]([OH:13])=[O:12].C1N=C[N:16](C(N2C=NC=C2)=O)C=1.[C:26]([O:30][C:31]([NH:33][C:34](=NO)[CH2:35][NH2:36])=[O:32])([CH3:29])([CH3:28])[CH3:27]. The catalyst is CN(C=O)C. The product is [NH2:16]/[C:35](=[N:36]\[O:12][C:11]([C:5]1[C:4]2[C:8](=[CH:9][CH:10]=[C:2]([F:1])[CH:3]=2)[NH:7][N:6]=1)=[O:13])/[CH2:34][NH:33][C:31](=[O:32])[O:30][C:26]([CH3:29])([CH3:28])[CH3:27]. The yield is 0.750. (10) The reactants are I[C:2]1[C:10]2[S:9][C:8]([NH:11][C:12]([C:14]3[S:15][C:16]([CH3:19])=[CH:17][CH:18]=3)=[O:13])=[N:7][C:6]=2[C:5]([O:20][CH3:21])=[CH:4][CH:3]=1.[N+:22]([C:25]1[CH:26]=[C:27](B(O)O)[CH:28]=[CH:29][CH:30]=1)([O-:24])=[O:23]. No catalyst specified. The product is [N+:22]([C:25]1[CH:30]=[C:29]([C:2]2[C:10]3[S:9][C:8]([NH:11][C:12]([C:14]4[S:15][C:16]([CH3:19])=[CH:17][CH:18]=4)=[O:13])=[N:7][C:6]=3[C:5]([O:20][CH3:21])=[CH:4][CH:3]=2)[CH:28]=[CH:27][CH:26]=1)([O-:24])=[O:23]. The yield is 0.420.